Predict the reaction yield, written as a fraction of the theoretical maximum amount of product (1.0 means a 100% yield; for example, 0.34 means a 34% yield). From a dataset of Reaction yield outcomes from USPTO patents with 853,638 reactions. (1) The reactants are [CH3:1][O:2][C:3]1[CH:19]=[CH:18][C:6]([CH2:7][N:8]2[C:12]3=[N:13][CH:14]=[CH:15][C:16](Cl)=[C:11]3[CH:10]=[N:9]2)=[CH:5][CH:4]=1.[O:20]1[CH2:25][CH2:24][N:23]([CH2:26][CH2:27][NH2:28])[CH2:22][CH2:21]1. The catalyst is CN1C(=O)CCC1.CCOC(C)=O. The product is [CH3:1][O:2][C:3]1[CH:19]=[CH:18][C:6]([CH2:7][N:8]2[C:12]3[N:13]=[CH:14][CH:15]=[C:16]([NH:28][CH2:27][CH2:26][N:23]4[CH2:24][CH2:25][O:20][CH2:21][CH2:22]4)[C:11]=3[CH:10]=[N:9]2)=[CH:5][CH:4]=1. The yield is 0.550. (2) The reactants are [NH2:1][C:2]1[S:3][C:4]2[CH:10]=[C:9]([Br:11])[CH:8]=[CH:7][C:5]=2[N:6]=1.[C:12](OC(=O)C)(=[O:14])[CH3:13]. The catalyst is C1COCC1. The product is [Br:11][C:9]1[CH:8]=[CH:7][C:5]2[N:6]=[C:2]([NH:1][C:12](=[O:14])[CH3:13])[S:3][C:4]=2[CH:10]=1. The yield is 0.710. (3) The reactants are [NH2:1][C:2]1[CH:3]=[C:4]2[C:9](=[CH:10][CH:11]=1)[N:8]=[CH:7][C:6]([C:12]#[N:13])=[C:5]2[NH:14][C:15]1[CH:20]=[CH:19][C:18]([F:21])=[C:17]([Cl:22])[CH:16]=1.[CH3:23][S:24]([C:27]1[CH:28]=[C:29]([CH:32]=[CH:33][CH:34]=1)[CH:30]=O)(=[O:26])=[O:25].[BH3-]C#N.[Na+]. The catalyst is CCO. The product is [CH3:23][S:24]([C:27]1[CH:28]=[C:29]([CH:32]=[CH:33][CH:34]=1)[CH2:30][NH:1][C:2]1[CH:3]=[C:4]2[C:9](=[CH:10][CH:11]=1)[N:8]=[CH:7][C:6]([C:12]#[N:13])=[C:5]2[NH:14][C:15]1[CH:20]=[CH:19][C:18]([F:21])=[C:17]([Cl:22])[CH:16]=1)(=[O:25])=[O:26]. The yield is 0.540. (4) The reactants are [C:1]([NH:24][CH:25]([CH3:35])[CH2:26][NH:27]C(=O)OC(C)(C)C)(=[O:23])[CH2:2][CH2:3]/[CH:4]=[CH:5]\[CH2:6]/[CH:7]=[CH:8]\[CH2:9]/[CH:10]=[CH:11]\[CH2:12]/[CH:13]=[CH:14]\[CH2:15]/[CH:16]=[CH:17]\[CH2:18]/[CH:19]=[CH:20]\[CH2:21][CH3:22].C(O)(C(F)(F)F)=O.C([O-])([O-])=O.[Na+].[Na+]. The catalyst is C(Cl)Cl. The product is [NH2:27][CH2:26][CH:25]([NH:24][C:1](=[O:23])[CH2:2][CH2:3]/[CH:4]=[CH:5]\[CH2:6]/[CH:7]=[CH:8]\[CH2:9]/[CH:10]=[CH:11]\[CH2:12]/[CH:13]=[CH:14]\[CH2:15]/[CH:16]=[CH:17]\[CH2:18]/[CH:19]=[CH:20]\[CH2:21][CH3:22])[CH3:35]. The yield is 0.980. (5) The reactants are [Si]([O:8][CH2:9][C@:10]1([CH3:36])[S:16][CH2:15][CH2:14][N:13]2[C:17]([C:20]3([C:23]4[CH:28]=[CH:27][C:26]([C:29]5[N:34]=[CH:33][C:32]([CH3:35])=[CH:31][N:30]=5)=[CH:25][CH:24]=4)[CH2:22][CH2:21]3)=[N:18][N:19]=[C:12]2[CH2:11]1)(C(C)(C)C)(C)C.Cl. The catalyst is CO.O1CCOCC1. The product is [CH3:36][C@@:10]1([CH2:9][OH:8])[S:16][CH2:15][CH2:14][N:13]2[C:17]([C:20]3([C:23]4[CH:24]=[CH:25][C:26]([C:29]5[N:34]=[CH:33][C:32]([CH3:35])=[CH:31][N:30]=5)=[CH:27][CH:28]=4)[CH2:22][CH2:21]3)=[N:18][N:19]=[C:12]2[CH2:11]1. The yield is 0.790. (6) The reactants are Br[C:2]1[C:3]([N:22]2[CH2:26][CH2:25][CH2:24][C:23]2=[O:27])=[CH:4][C:5]2[O:9][C:8]([C:10]3[CH:15]=[CH:14][C:13]([F:16])=[CH:12][CH:11]=3)=[C:7]([C:17]([NH:19][CH3:20])=[O:18])[C:6]=2[CH:21]=1.[C:28]1([N:34]2[C:38]3[CH:39]=[C:40](B4OC(C)(C)C(C)(C)O4)[CH:41]=[CH:42][C:37]=3[N:36]=[CH:35]2)[CH:33]=[CH:32][CH:31]=[CH:30][CH:29]=1.[Br-]. The catalyst is CN(C=O)C.C1C=CC(P(C2C=CC=CC=2)[C-]2C=CC=C2)=CC=1.C1C=CC(P(C2C=CC=CC=2)[C-]2C=CC=C2)=CC=1.Cl[Pd]Cl.[Fe+2]. The yield is 0.110. The product is [F:16][C:13]1[CH:14]=[CH:15][C:10]([C:8]2[O:9][C:5]3[CH:4]=[C:3]([N:22]4[CH2:26][CH2:25][CH2:24][C:23]4=[O:27])[C:2]([C:40]4[CH:41]=[CH:42][C:37]5[N:36]=[CH:35][N:34]([C:28]6[CH:29]=[CH:30][CH:31]=[CH:32][CH:33]=6)[C:38]=5[CH:39]=4)=[CH:21][C:6]=3[C:7]=2[C:17]([NH:19][CH3:20])=[O:18])=[CH:11][CH:12]=1. (7) The reactants are [OH:1][C:2]1[CH:7]=[CH:6][CH:5]=[CH:4][C:3]=1[C:8](=[O:17])[CH2:9][C:10]([O:12][C:13]([CH3:16])([CH3:15])[CH3:14])=[O:11].[Cl:18][C:19]1[CH:26]=[CH:25][CH:24]=[CH:23][C:20]=1[CH:21]=O.N1CCCCC1.C(O)(=O)C. No catalyst specified. The product is [Cl:18][C:19]1[CH:26]=[CH:25][CH:24]=[CH:23][C:20]=1/[CH:21]=[C:9](\[C:8]([C:3]1[CH:4]=[CH:5][CH:6]=[CH:7][C:2]=1[OH:1])=[O:17])/[C:10]([O:12][C:13]([CH3:14])([CH3:16])[CH3:15])=[O:11]. The yield is 0.200.